Dataset: Full USPTO retrosynthesis dataset with 1.9M reactions from patents (1976-2016). Task: Predict the reactants needed to synthesize the given product. (1) The reactants are: [NH2:1][C:2]1[C:17]2[CH2:16][CH:15]=[CH:14][CH2:13][CH2:12][C:11]3[CH:18]=[C:19]([CH3:24])[N:20]=[C:21]([O:22][CH3:23])[C:10]=3[CH2:9][NH:8][C:7](=[O:25])[C:6]=2[CH:5]=[CH:4][CH:3]=1.[CH3:26][N:27]([CH3:35])[N:28]1[CH2:33][CH2:32][C:31](=O)[CH2:30][CH2:29]1.[CH3:36][C:37](O)=O.[BH-](OC(C)=O)(OC(C)=O)OC(C)=O.[Na+].C(=O)C.C([O-])(O)=O.[Na+]. Given the product [CH3:26][N:27]([CH3:35])[N:28]1[CH2:33][CH2:32][CH:31]([N:1]([CH2:36][CH3:37])[C:2]2[C:17]3[CH2:16][CH:15]=[CH:14][CH2:13][CH2:12][C:11]4[CH:18]=[C:19]([CH3:24])[N:20]=[C:21]([O:22][CH3:23])[C:10]=4[CH2:9][NH:8][C:7](=[O:25])[C:6]=3[CH:5]=[CH:4][CH:3]=2)[CH2:30][CH2:29]1, predict the reactants needed to synthesize it. (2) Given the product [Cl:14][C:5]1[CH:4]=[CH:3][C:2]([C:20]2[CH:21]=[CH:22][CH:23]=[C:18]([O:17][C:16]([F:15])([F:27])[F:28])[CH:19]=2)=[CH:7][C:6]=1[NH:8][NH:9][C:10]([O:12][CH3:13])=[O:11], predict the reactants needed to synthesize it. The reactants are: Br[C:2]1[CH:3]=[CH:4][C:5]([Cl:14])=[C:6]([NH:8][NH:9][C:10]([O:12][CH3:13])=[O:11])[CH:7]=1.[F:15][C:16]([F:28])([F:27])[O:17][C:18]1[CH:19]=[C:20](B(O)O)[CH:21]=[CH:22][CH:23]=1.C(=O)([O-])[O-].[Cs+].[Cs+].C1(P(C2C=CC=CC=2)C2C=CC=CC=2)C=CC=CC=1. (3) Given the product [F:1][C:2]1[CH:7]=[CH:6][C:5]([CH:8]([C:18]2[CH:23]=[N:22][C:21]([C:24]([F:27])([F:26])[F:25])=[CH:20][CH:19]=2)[C:9]#[N:10])=[CH:4][CH:3]=1, predict the reactants needed to synthesize it. The reactants are: [F:1][C:2]1[CH:7]=[CH:6][C:5]([CH2:8][C:9]#[N:10])=[CH:4][CH:3]=1.CC([O-])(C)C.[K+].Br[C:18]1[CH:19]=[CH:20][C:21]([C:24]([F:27])([F:26])[F:25])=[N:22][CH:23]=1. (4) The reactants are: [NH2:1][C:2]1[CH:3]=[C:4]([C:10]2[O:11][C:12]3[CH:18]=[CH:17][C:16]([C:19]4[CH:24]=[CH:23][CH:22]=[C:21]([Cl:25])[C:20]=4[Cl:26])=[CH:15][C:13]=3[N:14]=2)[CH:5]=[CH:6][C:7]=1[O:8][CH3:9].[CH:27]1[C:32]([C:33]([OH:35])=[O:34])=[CH:31][C:30]2[C:36]([O:38][C:39](=O)[C:29]=2[CH:28]=1)=[O:37]. Given the product [CH3:9][O:8][C:7]1[CH:6]=[CH:5][C:4]([C:10]2[O:11][C:12]3[CH:18]=[CH:17][C:16]([C:19]4[CH:24]=[CH:23][CH:22]=[C:21]([Cl:25])[C:20]=4[Cl:26])=[CH:15][C:13]=3[N:14]=2)=[CH:3][C:2]=1[N:1]1[C:36](=[O:37])[C:30]2[C:29](=[CH:28][CH:27]=[C:32]([C:33]([OH:35])=[O:34])[CH:31]=2)[C:39]1=[O:38], predict the reactants needed to synthesize it. (5) Given the product [N:16]1[C:8]([C:7]2[C:2]([NH:23][C:24]3[C:25]([F:37])=[C:26]([NH:31][S:32]([CH2:35][Cl:36])(=[O:33])=[O:34])[CH:27]=[CH:28][C:29]=3[F:30])=[N:3][CH:4]=[CH:5][CH:6]=2)=[C:9]2[C:13]([NH:12][CH:11]=[N:10]2)=[N:14][CH:15]=1, predict the reactants needed to synthesize it. The reactants are: F[C:2]1[C:7]([C:8]2[N:16]=[CH:15][N:14]=[C:13]3[C:9]=2[N:10]=[CH:11][N:12]3C2CCCCO2)=[CH:6][CH:5]=[CH:4][N:3]=1.[NH2:23][C:24]1[C:25]([F:37])=[C:26]([NH:31][S:32]([CH2:35][Cl:36])(=[O:34])=[O:33])[CH:27]=[CH:28][C:29]=1[F:30]. (6) The reactants are: [OH:1][C:2]([C:19]1[S:20][CH:21]=[CH:22][CH:23]=1)([C:14]1[S:15][CH:16]=[CH:17][CH:18]=1)[C:3]([O:5][C@H:6]1[CH2:11][CH2:10][C@H:9]([NH:12][CH3:13])[CH2:8][CH2:7]1)=[O:4].[Br:24][CH2:25][CH2:26][CH2:27][CH2:28][CH2:29][CH2:30][CH2:31][CH2:32][CH2:33]Br.C(N(CC)CC)C. Given the product [OH:1][C:2]([C:14]1[S:15][CH:16]=[CH:17][CH:18]=1)([C:19]1[S:20][CH:21]=[CH:22][CH:23]=1)[C:3]([O:5][C@H:6]1[CH2:7][CH2:8][C@H:9]([N:12]([CH2:33][CH2:32][CH2:31][CH2:30][CH2:29][CH2:28][CH2:27][CH2:26][CH2:25][Br:24])[CH3:13])[CH2:10][CH2:11]1)=[O:4], predict the reactants needed to synthesize it. (7) Given the product [F:37][C:34]1[N:35]=[CH:36][C:31]([C:20]2([OH:25])[C:19]3[C:26]([CH3:27])=[C:15]([N:12]4[CH2:11][CH2:10][N:9]([C:6]5[CH:5]=[CH:4][C:3]([O:2][CH3:1])=[CH:8][CH:7]=5)[CH2:14][CH2:13]4)[C:16]([CH3:29])=[C:17]([CH3:28])[C:18]=3[O:22][C:21]2([CH3:24])[CH3:23])=[CH:32][CH:33]=1, predict the reactants needed to synthesize it. The reactants are: [CH3:1][O:2][C:3]1[CH:8]=[CH:7][C:6]([N:9]2[CH2:14][CH2:13][N:12]([C:15]3[C:16]([CH3:29])=[C:17]([CH3:28])[C:18]4[O:22][C:21]([CH3:24])([CH3:23])[C:20](=[O:25])[C:19]=4[C:26]=3[CH3:27])[CH2:11][CH2:10]2)=[CH:5][CH:4]=1.Br[C:31]1[CH:32]=[CH:33][C:34]([F:37])=[N:35][CH:36]=1.